The task is: Predict which catalyst facilitates the given reaction.. This data is from Catalyst prediction with 721,799 reactions and 888 catalyst types from USPTO. (1) Reactant: Br[CH2:2][C:3]1[C:4]([C:21]2[CH:26]=[CH:25][CH:24]=[C:23]([C:27]([F:30])([F:29])[F:28])[CH:22]=2)=[N:5][C:6]2[C:11]([C:12]=1[C:13]([O:15][CH3:16])=[O:14])=[CH:10][C:9]([S:17]([CH3:20])(=[O:19])=[O:18])=[CH:8][CH:7]=2.Cl.[NH:32]1[CH2:37][CH2:36][C:35](=[O:38])[CH2:34][CH2:33]1.C(N(CC)C(C)C)(C)C. Product: [CH3:20][S:17]([C:9]1[CH:10]=[C:11]2[C:6](=[CH:7][CH:8]=1)[N:5]=[C:4]([C:21]1[CH:26]=[CH:25][CH:24]=[C:23]([C:27]([F:28])([F:29])[F:30])[CH:22]=1)[C:3]([CH2:2][N:32]1[CH2:37][CH2:36][C:35](=[O:38])[CH2:34][CH2:33]1)=[C:12]2[C:13]([O:15][CH3:16])=[O:14])(=[O:19])=[O:18]. The catalyst class is: 10. (2) Reactant: C(N[C:10]([N:12]([CH2:21][CH2:22][CH2:23][CH2:24][CH3:25])[C:13]1[N:14]=[CH:15][NH:16][C:17]=1[C:18]([NH2:20])=[O:19])=[S:11])(=O)C1C=CC=CC=1.[OH-].[Na+].Cl. Product: [CH2:21]([N:12]1[C:13]2[N:14]=[CH:15][NH:16][C:17]=2[C:18](=[O:19])[NH:20][C:10]1=[S:11])[CH2:22][CH2:23][CH2:24][CH3:25]. The catalyst class is: 6. (3) Reactant: [CH:1]12[CH2:7][CH:6]1[CH2:5][CH:4]([C:8]([NH:10][C:11]1([C:14]3[CH:23]=[CH:22][C:17]([C:18]([O:20][CH3:21])=[O:19])=[CH:16][CH:15]=3)[CH2:13][CH2:12]1)=[O:9])[NH:3][CH2:2]2.C([O-])([O-])=O.[Cs+].[Cs+].[F:30][C:31]([F:41])([F:40])[C:32]1[CH:39]=[CH:38][C:35]([CH2:36]Br)=[CH:34][CH:33]=1. Product: [F:30][C:31]([F:40])([F:41])[C:32]1[CH:39]=[CH:38][C:35]([CH2:36][N:3]2[CH:4]([C:8]([NH:10][C:11]3([C:14]4[CH:15]=[CH:16][C:17]([C:18]([O:20][CH3:21])=[O:19])=[CH:22][CH:23]=4)[CH2:12][CH2:13]3)=[O:9])[CH2:5][CH:6]3[CH:1]([CH2:7]3)[CH2:2]2)=[CH:34][CH:33]=1. The catalyst class is: 23. (4) Reactant: [OH-].[Na+].[F:3][C:4]1[CH:9]=[CH:8][C:7]([CH3:10])=[CH:6][C:5]=1[OH:11].I[CH2:13][CH2:14][C:15]([OH:17])=[O:16].Cl. Product: [F:3][C:4]1[CH:9]=[CH:8][C:7]([CH3:10])=[CH:6][C:5]=1[O:11][CH2:13][CH2:14][C:15]([OH:17])=[O:16]. The catalyst class is: 6.